Dataset: Full USPTO retrosynthesis dataset with 1.9M reactions from patents (1976-2016). Task: Predict the reactants needed to synthesize the given product. (1) The reactants are: Br.Br[CH2:3][C:4]([C:6]1[CH:11]=[CH:10][N:9]=[CH:8][CH:7]=1)=O.[F:12][C:13]1[CH:18]=[CH:17][C:16]([NH:19][C:20]([NH2:22])=[S:21])=[CH:15][CH:14]=1.N. Given the product [F:12][C:13]1[CH:18]=[CH:17][C:16]([NH:19][C:20]2[S:21][CH:3]=[C:4]([C:6]3[CH:11]=[CH:10][N:9]=[CH:8][CH:7]=3)[N:22]=2)=[CH:15][CH:14]=1, predict the reactants needed to synthesize it. (2) Given the product [NH2:12][C:7]1[CH:8]=[C:9]2[C:4](=[CH:5][CH:6]=1)[C:3](=[O:15])[N:2]([CH3:1])[C:10]2=[O:11], predict the reactants needed to synthesize it. The reactants are: [CH3:1][N:2]1[C:10](=[O:11])[C:9]2[C:4](=[CH:5][CH:6]=[C:7]([N+:12]([O-])=O)[CH:8]=2)[C:3]1=[O:15]. (3) Given the product [ClH:19].[CH3:18][CH:16]1[C:15]2[N:14]=[C:13]([O:24][C@@H:21]([CH3:20])[CH2:22][CH3:23])[CH:12]=[CH:11][C:10]=2[CH2:9][NH:8][CH2:17]1, predict the reactants needed to synthesize it. The reactants are: C([N:8]1[CH2:17][CH:16]([CH3:18])[C:15]2[N:14]=[C:13]([Cl:19])[CH:12]=[CH:11][C:10]=2[CH2:9]1)C1C=CC=CC=1.[CH3:20][C@H:21]([OH:24])[CH2:22][CH3:23]. (4) Given the product [Br:1][C:2]1[CH:3]=[C:4]([C:8]2([C:9]3[CH:11]=[CH:12][C:13]4[O:18][CH2:17][CH2:16][O:15][C:14]=4[CH:19]=3)[NH:26][C:24](=[S:25])[N:23]([CH3:30])[C:22]2=[O:27])[CH:5]=[CH:6][CH:7]=1, predict the reactants needed to synthesize it. The reactants are: [Br:1][C:2]1[CH:3]=[C:4]([C:8](=O)[C:9]([C:11]2C=[CH:19][C:14]3[O:15][CH2:16][CH2:17][O:18][C:13]=3[CH:12]=2)=O)[CH:5]=[CH:6][CH:7]=1.[CH3:22][NH:23][C:24]([NH2:26])=[S:25].[OH-:27].[K+].Cl.[CH3:30]S(C)=O.